Dataset: Full USPTO retrosynthesis dataset with 1.9M reactions from patents (1976-2016). Task: Predict the reactants needed to synthesize the given product. (1) Given the product [N:1]([CH2:4][C@@H:5]([O:6][C:16]1[CH:15]=[C:14]([Cl:13])[C:21]([F:22])=[CH:20][C:17]=1[C:18]#[N:19])[C:7]1[CH:12]=[CH:11][CH:10]=[CH:9][CH:8]=1)=[N+:2]=[N-:3], predict the reactants needed to synthesize it. The reactants are: [N:1]([CH2:4][C@H:5]([C:7]1[CH:12]=[CH:11][CH:10]=[CH:9][CH:8]=1)[OH:6])=[N+:2]=[N-:3].[Cl:13][C:14]1[C:21]([F:22])=[CH:20][C:17]([C:18]#[N:19])=[C:16](F)[CH:15]=1.[H-].[Na+].O. (2) Given the product [F:9][C:5]1[CH:6]=[C:7]([NH:11][CH3:10])[C:2]([NH2:1])=[N:3][CH:4]=1, predict the reactants needed to synthesize it. The reactants are: [NH2:1][C:2]1[C:7](Br)=[CH:6][C:5]([F:9])=[CH:4][N:3]=1.[CH3:10][NH2:11].C[Si]([N-][Si](C)(C)C)(C)C.[Li+]. (3) Given the product [CH:34]1([N:24]2[C:23]([N:6]3[CH2:7][C@H:8]([S:10]([C:13]4[CH:18]=[CH:17][CH:16]=[CH:15][C:14]=4[C:19]([F:20])([F:22])[F:21])(=[O:11])=[O:12])[CH2:9][C@H:5]3[C:3]([OH:4])=[O:2])=[CH:27][C:26]([CH:28]3[CH2:29][CH2:30][O:31][CH2:32][CH2:33]3)=[N:25]2)[CH2:37][CH2:36][CH2:35]1, predict the reactants needed to synthesize it. The reactants are: C[O:2][C:3]([C@@H:5]1[CH2:9][C@@H:8]([S:10]([C:13]2[CH:18]=[CH:17][CH:16]=[CH:15][C:14]=2[C:19]([F:22])([F:21])[F:20])(=[O:12])=[O:11])[CH2:7][N:6]1[C:23]1[N:24]([CH:34]2[CH2:37][CH2:36][CH2:35]2)[N:25]=[C:26]([CH:28]2[CH2:33][CH2:32][O:31][CH2:30][CH2:29]2)[CH:27]=1)=[O:4].[OH-].[Li+]. (4) Given the product [F:15][C:16]1[N:30]=[CH:29][CH:28]=[C:27]([CH:34]=[O:35])[C:17]=1[C:18]([N:20]([CH:21]([CH3:22])[CH3:23])[CH:24]([CH3:25])[CH3:26])=[O:19], predict the reactants needed to synthesize it. The reactants are: C(NC(C)C)(C)C.[Li]CCCC.N#N.[F:15][C:16]1[N:30]=[CH:29][CH:28]=[CH:27][C:17]=1[C:18]([N:20]([CH:24]([CH3:26])[CH3:25])[CH:21]([CH3:23])[CH3:22])=[O:19].CN([CH:34]=[O:35])C.